This data is from Full USPTO retrosynthesis dataset with 1.9M reactions from patents (1976-2016). The task is: Predict the reactants needed to synthesize the given product. (1) Given the product [C:40]([O:39][C:37]([N:11]([CH2:12][CH2:13][C:14]1[CH:15]=[CH:16][C:17]([S:20]([C:23]2[CH:24]=[C:25]([CH:31]=[CH:32][CH:33]=2)[C:26]([O:28][CH2:29][CH3:30])=[O:27])(=[O:22])=[O:21])=[CH:18][CH:19]=1)[CH2:10][C@@H:9]([C:5]1[CH:6]=[CH:7][CH:8]=[C:3]([Cl:2])[CH:4]=1)[OH:34])=[O:38])([CH3:43])([CH3:42])[CH3:41], predict the reactants needed to synthesize it. The reactants are: Cl.[Cl:2][C:3]1[CH:4]=[C:5]([C@@H:9]([OH:34])[CH2:10][NH:11][CH2:12][CH2:13][C:14]2[CH:19]=[CH:18][C:17]([S:20]([C:23]3[CH:24]=[C:25]([CH:31]=[CH:32][CH:33]=3)[C:26]([O:28][CH2:29][CH3:30])=[O:27])(=[O:22])=[O:21])=[CH:16][CH:15]=2)[CH:6]=[CH:7][CH:8]=1.[OH-].[Na+].[C:37](O[C:37]([O:39][C:40]([CH3:43])([CH3:42])[CH3:41])=[O:38])([O:39][C:40]([CH3:43])([CH3:42])[CH3:41])=[O:38]. (2) Given the product [Br:8][C:5]1[CH:4]=[C:3]2[C:2](=[CH:7][CH:6]=1)[N:1]=[C:21]([CH3:22])[C:20]([C:19](=[O:24])[C:18]([F:26])([F:25])[F:17])=[C:9]2[C:11]1[CH:16]=[CH:15][CH:14]=[CH:13][CH:12]=1, predict the reactants needed to synthesize it. The reactants are: [NH2:1][C:2]1[CH:7]=[CH:6][C:5]([Br:8])=[CH:4][C:3]=1[C:9]([C:11]1[CH:16]=[CH:15][CH:14]=[CH:13][CH:12]=1)=O.[F:17][C:18]([F:26])([F:25])[C:19](=[O:24])[CH2:20][C:21](=O)[CH3:22].